From a dataset of Peptide-MHC class II binding affinity with 134,281 pairs from IEDB. Regression. Given a peptide amino acid sequence and an MHC pseudo amino acid sequence, predict their binding affinity value. This is MHC class II binding data. (1) The peptide sequence is AFKVAAEAANAAPAN. The MHC is DRB1_0901 with pseudo-sequence DRB1_0901. The binding affinity (normalized) is 0.632. (2) The peptide sequence is TGKKITAHLKRLWKM. The MHC is DRB1_0404 with pseudo-sequence DRB1_0404. The binding affinity (normalized) is 0.588. (3) The peptide sequence is KWHKHYLVCNYGPSG. The MHC is HLA-DQA10101-DQB10501 with pseudo-sequence HLA-DQA10101-DQB10501. The binding affinity (normalized) is 0.257. (4) The peptide sequence is FGTMPSLTLACLTKQ. The MHC is DRB4_0101 with pseudo-sequence DRB4_0103. The binding affinity (normalized) is 0.452.